Task: Predict the reaction yield, written as a fraction of the theoretical maximum amount of product (1.0 means a 100% yield; for example, 0.34 means a 34% yield).. Dataset: Reaction yield outcomes from USPTO patents with 853,638 reactions (1) The reactants are [NH2:1][C:2]1[S:3][CH:4]=[C:5]([CH2:7][C:8]([O:10][CH2:11][CH3:12])=[O:9])[N:6]=1.[CH3:13][C:14]([O:17][C:18](O[C:18]([O:17][C:14]([CH3:16])([CH3:15])[CH3:13])=[O:19])=[O:19])([CH3:16])[CH3:15]. The catalyst is C(Cl)Cl.CN(C1C=CN=CC=1)C. The product is [C:14]([O:17][C:18]([NH:1][C:2]1[S:3][CH:4]=[C:5]([CH2:7][C:8]([O:10][CH2:11][CH3:12])=[O:9])[N:6]=1)=[O:19])([CH3:16])([CH3:15])[CH3:13]. The yield is 0.820. (2) The reactants are Cl[C:2]1[C:7]([F:8])=[C:6]([Cl:9])[N:5]=[C:4]([CH3:10])[N:3]=1.C(N(CC)CC)C.Cl.Cl.[CH3:20][N:21]1[CH2:26][CH2:25][NH:24][C@@H:23]([CH3:27])[CH2:22]1.CO. The catalyst is C1COCC1. The product is [Cl:9][C:6]1[C:7]([F:8])=[C:2]([N:24]2[CH2:25][CH2:26][N:21]([CH3:20])[CH2:22][C@@H:23]2[CH3:27])[N:3]=[C:4]([CH3:10])[N:5]=1. The yield is 0.630.